Dataset: Full USPTO retrosynthesis dataset with 1.9M reactions from patents (1976-2016). Task: Predict the reactants needed to synthesize the given product. (1) Given the product [CH2:1]([O:8][N:9]1[C:10](=[O:11])[C:12]2[CH:17]=[C:16]([F:18])[C:15]([N:19]3[CH2:20][CH2:21][CH2:22][CH2:23]3)=[N:14][C:13]=2[N:24]([CH:25]2[CH2:27][CH2:26]2)[C:28]1=[O:29])[C:2]1[CH:7]=[CH:6][CH:5]=[CH:4][CH:3]=1, predict the reactants needed to synthesize it. The reactants are: [CH2:1]([O:8][NH:9][C:10]([C:12]1[C:13]([NH:24][CH:25]2[CH2:27][CH2:26]2)=[N:14][C:15]([N:19]2[CH2:23][CH2:22][CH2:21][CH2:20]2)=[C:16]([F:18])[CH:17]=1)=[O:11])[C:2]1[CH:7]=[CH:6][CH:5]=[CH:4][CH:3]=1.[C:28](N1C=CN=C1)(N1C=CN=C1)=[O:29]. (2) Given the product [CH3:1][S:2]([C:5]1[CH:26]=[CH:25][C:8]2[N:9]([CH2:32][CH2:31][O:30][CH3:29])[C:10](=[N:12][C:13]([C:15]34[CH2:22][CH:21]5[CH2:20][CH:19]([CH2:18][CH:17]([CH2:23]5)[CH2:16]3)[CH2:24]4)=[O:14])[S:11][C:7]=2[CH:6]=1)(=[O:3])=[O:4], predict the reactants needed to synthesize it. The reactants are: [CH3:1][S:2]([C:5]1[CH:26]=[CH:25][C:8]2[N:9]=[C:10]([NH:12][C:13]([C:15]34[CH2:24][CH:19]5[CH2:20][CH:21]([CH2:23][CH:17]([CH2:18]5)[CH2:16]3)[CH2:22]4)=[O:14])[S:11][C:7]=2[CH:6]=1)(=[O:4])=[O:3].[H-].[Na+].[CH3:29][O:30][CH2:31][CH2:32]Br. (3) Given the product [F:40][C:37]1[CH:36]=[CH:35][C:34]([C:32](=[O:33])[CH2:31][CH2:30][N:1]2[CH2:2][CH2:3][CH:4]([N:7]([CH2:18][CH3:19])[C:8](=[O:17])[CH2:9][C:10]3[CH:11]=[CH:12][C:13]([F:16])=[CH:14][CH:15]=3)[CH2:5][CH2:6]2)=[CH:39][CH:38]=1, predict the reactants needed to synthesize it. The reactants are: [NH:1]1[CH2:6][CH2:5][CH:4]([N:7]([CH2:18][CH3:19])[C:8](=[O:17])[CH2:9][C:10]2[CH:15]=[CH:14][C:13]([F:16])=[CH:12][CH:11]=2)[CH2:3][CH2:2]1.CCN(C(C)C)C(C)C.Cl[CH2:30][CH2:31][C:32]([C:34]1[CH:39]=[CH:38][C:37]([F:40])=[CH:36][CH:35]=1)=[O:33]. (4) Given the product [Cl:10][C:8]1[CH:7]=[CH:6][C:3]([C:4]2[NH:13][N:12]=[N:11][N:5]=2)=[C:2]([CH:9]=1)[NH2:1], predict the reactants needed to synthesize it. The reactants are: [NH2:1][C:2]1[CH:9]=[C:8]([Cl:10])[CH:7]=[CH:6][C:3]=1[C:4]#[N:5].[N-:11]=[N+:12]=[N-:13].[Na+].Cl.C(N(CC)CC)C. (5) The reactants are: [C:1]([O:5][C:6]([N:8]1[C:13]2[CH:14]=[C:15]([Cl:21])[C:16]([NH:18][C:19]#[N:20])=[CH:17][C:12]=2[O:11][CH:10]([C:22](=[O:41])[N:23]([CH2:25][CH2:26][C:27]([C:39]#[N:40])([CH2:37][CH3:38])[CH2:28]/[C:29](/[CH:35]=[CH2:36])=[CH:30]/[CH:31]=[C:32](/[F:34])\[CH3:33])[CH3:24])[CH2:9]1)=[O:7])([CH3:4])([CH3:3])[CH3:2].[C:42]([O-])([O-])=O.[K+].[K+].CI. Given the product [C:1]([O:5][C:6]([N:8]1[C:13]2[CH:14]=[C:15]([Cl:21])[C:16]([N:18]([C:19]#[N:20])[CH3:42])=[CH:17][C:12]=2[O:11][CH:10]([C:22](=[O:41])[N:23]([CH2:25][CH2:26][C:27]([C:39]#[N:40])([CH2:37][CH3:38])[CH2:28]/[C:29](/[CH:35]=[CH2:36])=[CH:30]/[CH:31]=[C:32](/[F:34])\[CH3:33])[CH3:24])[CH2:9]1)=[O:7])([CH3:2])([CH3:3])[CH3:4], predict the reactants needed to synthesize it. (6) Given the product [Cl:5][S:7]([C:17]1[CH:25]=[CH:24][C:20]([C:21]([NH2:23])=[O:22])=[CH:19][C:18]=1[O:26][CH2:27][CH2:28][C:29]1[C:38]2[C:33](=[CH:34][CH:35]=[CH:36][CH:37]=2)[CH:32]=[CH:31][CH:30]=1)(=[O:9])=[O:8], predict the reactants needed to synthesize it. The reactants are: C(O)(=O)C.[Cl-:5].[Li+].[S:7](=[O:9])=[O:8].F[B-](F)(F)F.[N+](=[C:17]1[CH:25]=[CH:24][C:20]([C:21]([NH2:23])=[O:22])=[CH:19][CH:18]1[O:26][CH2:27][CH2:28][C:29]1[C:38]2[C:33](=[CH:34][CH:35]=[CH:36][CH:37]=2)[CH:32]=[CH:31][CH:30]=1)=[N-]. (7) Given the product [N:1]([CH:4]1[CH2:9][N:8]([C:37](=[O:38])[C:36]2[CH:40]=[CH:41][CH:42]=[C:34]([C:30]3[O:29][CH:33]=[CH:32][CH:31]=3)[CH:35]=2)[CH2:7][CH:6]([C:10]([NH:12][C:13]2[CH:14]=[CH:15][C:16]([Cl:19])=[CH:17][CH:18]=2)=[O:11])[CH2:5]1)=[N+:2]=[N-:3], predict the reactants needed to synthesize it. The reactants are: [N:1]([CH:4]1[CH2:9][NH:8][CH2:7][CH:6]([C:10]([NH:12][C:13]2[CH:18]=[CH:17][C:16]([Cl:19])=[CH:15][CH:14]=2)=[O:11])[CH2:5]1)=[N+:2]=[N-:3].C(N(CC)C(C)C)(C)C.[O:29]1[CH:33]=[CH:32][CH:31]=[C:30]1[C:34]1[CH:35]=[C:36]([CH:40]=[CH:41][CH:42]=1)[C:37](O)=[O:38].Cl.CN(C)CCCN=C=NCC.